The task is: Predict the product of the given reaction.. This data is from Forward reaction prediction with 1.9M reactions from USPTO patents (1976-2016). (1) The product is: [Br:1][C:2]1[CH:3]=[C:4]([O:8][C:10]2[CH:11]=[CH:12][C:13]([N+:25]([O-:27])=[O:26])=[C:14]([CH2:16][NH:17][C:18](=[O:24])[O:19][C:20]([CH3:23])([CH3:21])[CH3:22])[CH:15]=2)[CH:5]=[N:6][CH:7]=1. Given the reactants [Br:1][C:2]1[CH:3]=[C:4]([OH:8])[CH:5]=[N:6][CH:7]=1.Cl[C:10]1[CH:11]=[CH:12][C:13]([N+:25]([O-:27])=[O:26])=[C:14]([CH2:16][NH:17][C:18](=[O:24])[O:19][C:20]([CH3:23])([CH3:22])[CH3:21])[CH:15]=1.[H-].[Na+], predict the reaction product. (2) Given the reactants [Cl:1][C:2]1[CH:3]=[C:4]([C:8]2[N:13]=[C:12]3[CH2:14][CH2:15][CH2:16][C:11]3=[C:10]([CH2:17][C:18]3[CH:23]=[CH:22][C:21]([C:24]([CH3:29])([CH3:28])[C:25]([OH:27])=O)=[CH:20][CH:19]=3)[CH:9]=2)[CH:5]=[CH:6][CH:7]=1.C(Cl)(=O)C(Cl)=O.[NH3:36].CO, predict the reaction product. The product is: [Cl:1][C:2]1[CH:3]=[C:4]([C:8]2[N:13]=[C:12]3[CH2:14][CH2:15][CH2:16][C:11]3=[C:10]([CH2:17][C:18]3[CH:19]=[CH:20][C:21]([C:24]([CH3:28])([CH3:29])[C:25]([NH2:36])=[O:27])=[CH:22][CH:23]=3)[CH:9]=2)[CH:5]=[CH:6][CH:7]=1. (3) The product is: [F:31][C:30]([F:32])([F:33])[C:26]1[CH:25]=[C:24]([CH:29]=[CH:28][CH:27]=1)[C:23]([NH:22][C:18]1[CH:17]=[C:16]([CH:21]=[CH:20][CH:19]=1)[O:15][C:12]1[CH:13]=[CH:14][C:9]2[N:10]([CH:35]=[C:7]([NH:6][C:5]([N:39]3[CH2:44][CH2:43][O:42][CH2:41][CH2:40]3)=[O:36])[N:8]=2)[N:11]=1)=[O:34]. Given the reactants ClC(Cl)(Cl)CO[C:5](=[O:36])[NH:6][C:7]1[N:8]=[C:9]2[CH:14]=[CH:13][C:12]([O:15][C:16]3[CH:21]=[CH:20][CH:19]=[C:18]([NH:22][C:23](=[O:34])[C:24]4[CH:29]=[CH:28][CH:27]=[C:26]([C:30]([F:33])([F:32])[F:31])[CH:25]=4)[CH:17]=3)=[N:11][N:10]2[CH:35]=1.[NH:39]1[CH2:44][CH2:43][O:42][CH2:41][CH2:40]1.C(N(C(C)C)C(C)C)(C)C.C(=O)([O-])O.[Na+], predict the reaction product. (4) Given the reactants C([O:3][C:4](=O)[CH2:5][C:6]1[N:7]([CH2:11][C:12]2[CH:17]=[CH:16][C:15]([O:18][CH3:19])=[C:14]([CH3:20])[CH:13]=2)[CH:8]=[N:9][CH:10]=1)C.[H-].[Al+3].[Li+].[H-].[H-].[H-], predict the reaction product. The product is: [CH3:19][O:18][C:15]1[CH:16]=[CH:17][C:12]([CH2:11][N:7]2[C:6]([CH2:5][CH2:4][OH:3])=[CH:10][N:9]=[CH:8]2)=[CH:13][C:14]=1[CH3:20]. (5) Given the reactants [NH2:1][C:2]1[CH:3]=[C:4]([CH:24]=[C:25]([C:27]([F:30])([F:29])[F:28])[CH:26]=1)[C:5]([NH:7][C:8]1[CH:13]=[CH:12][CH:11]=[C:10]([C@@H:14]([NH:16][C:17]2[CH:22]=[N:21][CH:20]=[C:19]([Cl:23])[N:18]=2)[CH3:15])[CH:9]=1)=[O:6].ClCCOCCCl.C(=O)([O-])[O-].[K+].[K+].[CH3:44][N:45]([CH3:48])[CH:46]=O, predict the reaction product. The product is: [Cl:23][C:19]1[N:18]=[C:17]([NH:16][C@H:14]([C:10]2[CH:9]=[C:8]([NH:7][C:5](=[O:6])[C:4]3[CH:24]=[C:25]([C:27]([F:30])([F:29])[F:28])[CH:26]=[C:2](/[N:1]=[CH:44]\[N:45]([CH3:48])[CH3:46])[CH:3]=3)[CH:13]=[CH:12][CH:11]=2)[CH3:15])[CH:22]=[N:21][CH:20]=1. (6) Given the reactants [NH:1]1[C:9]2[C:4](=[CH:5][CH:6]=[CH:7][CH:8]=2)[C:3](/[CH:10]=[CH:11]/[C:12]([OH:14])=[O:13])=[CH:2]1.[CH3:15][C:16]([O:19][C:20](O[C:20]([O:19][C:16]([CH3:18])([CH3:17])[CH3:15])=[O:21])=[O:21])([CH3:18])[CH3:17].CCN(CC)CC, predict the reaction product. The product is: [C:16]([O:19][C:20]([N:1]1[C:9]2[C:4](=[CH:5][CH:6]=[CH:7][CH:8]=2)[C:3](/[CH:10]=[CH:11]/[C:12]([OH:14])=[O:13])=[CH:2]1)=[O:21])([CH3:18])([CH3:17])[CH3:15].